From a dataset of Peptide-MHC class I binding affinity with 185,985 pairs from IEDB/IMGT. Regression. Given a peptide amino acid sequence and an MHC pseudo amino acid sequence, predict their binding affinity value. This is MHC class I binding data. (1) The peptide sequence is EFCDMLRLI. The MHC is HLA-B07:02 with pseudo-sequence HLA-B07:02. The binding affinity (normalized) is 0. (2) The peptide sequence is AESRKLLLI. The MHC is HLA-B40:01 with pseudo-sequence HLA-B40:01. The binding affinity (normalized) is 0.495. (3) The peptide sequence is LADQLIHLHY. The MHC is HLA-A02:03 with pseudo-sequence HLA-A02:03. The binding affinity (normalized) is 0. (4) The peptide sequence is WSADGSSMY. The MHC is HLA-B48:01 with pseudo-sequence HLA-B48:01. The binding affinity (normalized) is 0.0847. (5) The peptide sequence is VIFPLQEGSH. The MHC is HLA-B27:05 with pseudo-sequence HLA-B27:05. The binding affinity (normalized) is 0. (6) The peptide sequence is WDAYIPHYV. The MHC is HLA-A26:01 with pseudo-sequence HLA-A26:01. The binding affinity (normalized) is 0.0847.